This data is from Peptide-MHC class II binding affinity with 134,281 pairs from IEDB. The task is: Regression. Given a peptide amino acid sequence and an MHC pseudo amino acid sequence, predict their binding affinity value. This is MHC class II binding data. (1) The peptide sequence is TVSLPVGADEDDIKA. The MHC is DRB4_0101 with pseudo-sequence DRB4_0103. The binding affinity (normalized) is 0. (2) The peptide sequence is EKKYFAATLFEPLAA. The MHC is HLA-DQA10501-DQB10301 with pseudo-sequence HLA-DQA10501-DQB10301. The binding affinity (normalized) is 0.560.